Dataset: hERG potassium channel inhibition data for cardiac toxicity prediction from Karim et al.. Task: Regression/Classification. Given a drug SMILES string, predict its toxicity properties. Task type varies by dataset: regression for continuous values (e.g., LD50, hERG inhibition percentage) or binary classification for toxic/non-toxic outcomes (e.g., AMES mutagenicity, cardiotoxicity, hepatotoxicity). Dataset: herg_karim. (1) The molecule is CCOCC1(COCC)NC(c2nc(-c3ccccc3)c[nH]2)Cc2c1[nH]c1ccccc21. The result is 1 (blocker). (2) The molecule is Fc1ccc2c(C3C[N+]CCC3F)c(C3CCCCCC3)[nH]c2c1. The result is 1 (blocker). (3) The molecule is CC(C)OCc1nc(Nc2ccc(C(F)(F)F)nc2)c2ccc(-c3ncccc3C(F)(F)F)cc2n1. The result is 1 (blocker).